Predict the reactants needed to synthesize the given product. From a dataset of Full USPTO retrosynthesis dataset with 1.9M reactions from patents (1976-2016). (1) Given the product [Cl:1][C:2]1[N:7]=[C:6]([NH:8][NH:9][C:10](=[O:29])[C@H:11]([CH2:23][CH:24]2[CH2:25][CH2:26][CH2:27][CH2:28]2)[CH2:12][N:13]([OH:16])[CH:14]=[O:15])[C:5]([F:30])=[C:4]([N:31]([CH3:39])[CH2:32][C:33]2[CH:34]=[CH:35][N:36]=[CH:37][CH:38]=2)[N:3]=1, predict the reactants needed to synthesize it. The reactants are: [Cl:1][C:2]1[N:7]=[C:6]([NH:8][NH:9][C:10](=[O:29])[C@H:11]([CH2:23][CH:24]2[CH2:28][CH2:27][CH2:26][CH2:25]2)[CH2:12][N:13]([O:16]C2CCCCO2)[CH:14]=[O:15])[C:5]([F:30])=[C:4]([N:31]([CH3:39])[CH2:32][C:33]2[CH:38]=[CH:37][N:36]=[CH:35][CH:34]=2)[N:3]=1. (2) Given the product [CH3:51][N:50]([CH3:52])[CH2:49][CH2:48][N:47]([C:43]1[CH:42]=[C:41]([F:40])[N:46]=[CH:45][N:44]=1)[C:54]1[CH:63]=[CH:62][C:61]2[C:60]3[C:64]4[NH:71][CH2:70][C@@H:69]([CH3:72])[NH:68][C:67](=[O:73])[C:65]=4[S:66][C:59]=3[CH:58]=[CH:57][C:56]=2[N:55]=1, predict the reactants needed to synthesize it. The reactants are: C(=O)([O-])[O-].[Cs+].[Cs+].C1(P(C2CCCCC2)C2C=CC=CC=2C2C(OC(C)C)=CC=CC=2OC(C)C)CCCCC1.[F:40][C:41]1[N:46]=[CH:45][N:44]=[C:43]([NH:47][CH2:48][CH2:49][N:50]([CH3:52])[CH3:51])[CH:42]=1.Cl[C:54]1[CH:63]=[CH:62][C:61]2[C:60]3[C:64]4[NH:71][CH2:70][C@@H:69]([CH3:72])[NH:68][C:67](=[O:73])[C:65]=4[S:66][C:59]=3[CH:58]=[CH:57][C:56]=2[N:55]=1. (3) Given the product [Br:13][C:14]1[CH:15]=[CH:16][C:17]([CH:18]([N:19]2[CH2:23][CH2:22][CH2:21][CH2:20]2)[C:8]2[N:7]([C:1]3[CH:6]=[CH:5][CH:4]=[CH:3][CH:2]=3)[CH:11]=[CH:10][CH:9]=2)=[CH:24][CH:25]=1, predict the reactants needed to synthesize it. The reactants are: [C:1]1([N:7]2[CH:11]=[CH:10][CH:9]=[CH:8]2)[CH:6]=[CH:5][CH:4]=[CH:3][CH:2]=1.[Cl-].[Br:13][C:14]1[CH:25]=[CH:24][C:17]([CH:18]=[N+:19]2[CH2:23][CH2:22][CH2:21][CH2:20]2)=[CH:16][CH:15]=1.BrC1C=CC(C=O)=CC=1.N1CCCC1. (4) The reactants are: Br[CH2:2][CH2:3][CH2:4][C:5]([O:7][CH3:8])=[O:6].[CH3:9][O:10][C:11](=[O:27])[C:12]1[CH:17]=[CH:16][C:15]([Cl:18])=[CH:14][C:13]=1[NH:19][C:20]([O:22][C:23]([CH3:26])([CH3:25])[CH3:24])=[O:21].C([O-])([O-])=O.[Cs+].[Cs+]. Given the product [CH3:9][O:10][C:11](=[O:27])[C:12]1[CH:17]=[CH:16][C:15]([Cl:18])=[CH:14][C:13]=1[N:19]([C:20]([O:22][C:23]([CH3:24])([CH3:26])[CH3:25])=[O:21])[CH2:2][CH2:3][CH2:4][C:5]([O:7][CH3:8])=[O:6], predict the reactants needed to synthesize it.